Dataset: Full USPTO retrosynthesis dataset with 1.9M reactions from patents (1976-2016). Task: Predict the reactants needed to synthesize the given product. (1) Given the product [C:1]([C:5]1[CH:9]=[C:8]([NH:10][C:11]([NH:13][C:14]2[CH:19]=[C:18]([N:20]3[CH2:29][C:28]4[C:23](=[N:24][C:25]([NH:54][CH3:53])=[N:26][CH:27]=4)[N:22]([CH3:32])[C:21]3=[O:33])[C:17]([CH3:34])=[CH:16][C:15]=2[F:35])=[O:12])[N:7]([C:36]2[CH:41]=[CH:40][CH:39]=[CH:38][CH:37]=2)[N:6]=1)([CH3:4])([CH3:3])[CH3:2], predict the reactants needed to synthesize it. The reactants are: [C:1]([C:5]1[CH:9]=[C:8]([NH:10][C:11]([NH:13][C:14]2[CH:19]=[C:18]([N:20]3[CH2:29][C:28]4[C:23](=[N:24][C:25](SC)=[N:26][CH:27]=4)[N:22]([CH3:32])[C:21]3=[O:33])[C:17]([CH3:34])=[CH:16][C:15]=2[F:35])=[O:12])[N:7]([C:36]2[CH:41]=[CH:40][CH:39]=[CH:38][CH:37]=2)[N:6]=1)([CH3:4])([CH3:3])[CH3:2].C1C=C(Cl)C=C(C(OO)=O)C=1.[CH3:53][NH2:54]. (2) Given the product [NH2:1][C:2]1[C:7]([C:8]([C:10]2[CH:15]=[C:14]([F:16])[CH:13]=[CH:12][C:11]=2[O:17][CH3:18])=[O:9])=[CH:6][N:5]=[C:4]([NH:19][CH:20]2[CH2:25][CH2:24][N:23]([S:26]([CH2:29][CH2:30][CH2:31][NH:33][C@@H:34]([CH2:35][OH:36])[CH2:37][CH3:38])(=[O:28])=[O:27])[CH2:22][CH2:21]2)[N:3]=1, predict the reactants needed to synthesize it. The reactants are: [NH2:1][C:2]1[C:7]([C:8]([C:10]2[CH:15]=[C:14]([F:16])[CH:13]=[CH:12][C:11]=2[O:17][CH3:18])=[O:9])=[CH:6][N:5]=[C:4]([NH:19][CH:20]2[CH2:25][CH2:24][N:23]([S:26]([CH2:29][CH2:30][CH2:31]Cl)(=[O:28])=[O:27])[CH2:22][CH2:21]2)[N:3]=1.[NH2:33][C@H:34]([CH2:37][CH3:38])[CH2:35][OH:36].